Dataset: Reaction yield outcomes from USPTO patents with 853,638 reactions. Task: Predict the reaction yield, written as a fraction of the theoretical maximum amount of product (1.0 means a 100% yield; for example, 0.34 means a 34% yield). (1) The catalyst is [Pd]. The reactants are [C:1]1([CH:7]([NH:9][C:10]2[C:15]([NH2:16])=[CH:14][CH:13]=[C:12]([C:17]3[CH:26]=[CH:25][CH:24]=[C:23]4[C:18]=3[CH:19]=[CH:20][CH:21]=[N:22]4)[N:11]=2)[CH3:8])[CH:6]=[CH:5][CH:4]=[CH:3][CH:2]=1.[N+](C1C(NC(C2C=CC=CC=2)C)=NC(C2C=CC=C3C=2C=CC=N3)=CC=1)([O-])=O.[CH2:55]([OH:57])C. The product is [C:1]1([CH:7]([N:9]2[C:10]3=[N:11][C:12]([C:17]4[CH:26]=[CH:25][CH:24]=[C:23]5[C:18]=4[CH:19]=[CH:20][CH:21]=[N:22]5)=[CH:13][CH:14]=[C:15]3[NH:16][C:55]2=[O:57])[CH3:8])[CH:2]=[CH:3][CH:4]=[CH:5][CH:6]=1. The yield is 0.870. (2) The reactants are Cl[C:2]1[CH:11]=[CH:10][C:5]([C:6]([O:8][CH3:9])=[O:7])=[C:4]([N+:12]([O-:14])=[O:13])[CH:3]=1.B(O)O.[F-].[Cs+].O.[CH3:21][CH2:22][CH2:23][CH2:24][CH2:25][CH3:26].[C:27](OCC)(=[O:29])C. The catalyst is C1CCC(P(C2CCCCC2)C2CCCCC2)CC1.C1CCC(P(C2CCCCC2)C2CCCCC2)CC1.Cl[Pd]Cl.C(#N)C. The product is [CH3:27][O:29][C:23]1[CH:22]=[CH:21][C:26]([C:2]2[CH:11]=[CH:10][C:5]([C:6]([O:8][CH3:9])=[O:7])=[C:4]([N+:12]([O-:14])=[O:13])[CH:3]=2)=[CH:25][CH:24]=1. The yield is 0.760. (3) The reactants are [CH3:1][O:2][C:3]1[CH:4]=[C:5]2[C:10](=[CH:11][C:12]=1[O:13][CH3:14])[N:9]=[CH:8][N:7]=[C:6]2[S:15][C:16]1[CH:17]=[C:18]([CH:20]=[CH:21][CH:22]=1)[NH2:19].[Cl:23][C:24]1[CH:29]=[CH:28][C:27]([N:30]=[C:31]=[O:32])=[CH:26][C:25]=1[C:33]([F:36])([F:35])[F:34]. No catalyst specified. The product is [Cl:23][C:24]1[CH:29]=[CH:28][C:27]([NH:30][C:31]([NH:19][C:18]2[CH:20]=[CH:21][CH:22]=[C:16]([S:15][C:6]3[C:5]4[C:10](=[CH:11][C:12]([O:13][CH3:14])=[C:3]([O:2][CH3:1])[CH:4]=4)[N:9]=[CH:8][N:7]=3)[CH:17]=2)=[O:32])=[CH:26][C:25]=1[C:33]([F:34])([F:35])[F:36]. The yield is 0.700. (4) The reactants are [NH2:1][C:2]1[N:10]=[CH:9][CH:8]=[CH:7][C:3]=1[C:4]([OH:6])=[O:5].[CH3:11][CH2:12]O. The catalyst is S(=O)(=O)(O)O. The product is [CH2:11]([O:5][C:4](=[O:6])[C:3]1[CH:7]=[CH:8][CH:9]=[N:10][C:2]=1[NH2:1])[CH3:12]. The yield is 0.740. (5) The reactants are [CH2:1]([O:8][C:9]([NH:11][C:12]1[C:13]([C:28](O)=[O:29])=[N:14][C:15]2[C:20]([CH:21]=1)=[CH:19][CH:18]=[C:17]([N:22]1[CH2:27][CH2:26][O:25][CH2:24][CH2:23]1)[CH:16]=2)=[O:10])[C:2]1[CH:7]=[CH:6][CH:5]=[CH:4][CH:3]=1.[NH2:31][C:32]1[CH:33]=[N:34][CH:35]=[CH:36][C:37]=1[N:38]1[CH2:43][C@H:42]([CH3:44])[C@@H:41]([O:45][Si:46]([C:49]([CH3:52])([CH3:51])[CH3:50])([CH3:48])[CH3:47])[C@H:40]([NH:53][C:54](=[O:60])[O:55][C:56]([CH3:59])([CH3:58])[CH3:57])[CH2:39]1.CN(C(ON1N=NC2C=CC=NC1=2)=[N+](C)C)C.F[P-](F)(F)(F)(F)F.CCN(C(C)C)C(C)C. The catalyst is CN(C=O)C. The product is [CH2:1]([O:8][C:9](=[O:10])[NH:11][C:12]1[C:13]([C:28]([NH:31][C:32]2[CH:33]=[N:34][CH:35]=[CH:36][C:37]=2[N:38]2[CH2:43][C@H:42]([CH3:44])[C@@H:41]([O:45][Si:46]([C:49]([CH3:50])([CH3:51])[CH3:52])([CH3:48])[CH3:47])[C@H:40]([NH:53][C:54]([O:55][C:56]([CH3:57])([CH3:59])[CH3:58])=[O:60])[CH2:39]2)=[O:29])=[N:14][C:15]2[C:20]([CH:21]=1)=[CH:19][CH:18]=[C:17]([N:22]1[CH2:27][CH2:26][O:25][CH2:24][CH2:23]1)[CH:16]=2)[C:2]1[CH:7]=[CH:6][CH:5]=[CH:4][CH:3]=1. The yield is 0.300. (6) The reactants are [C:1]1([C:20]2[CH:25]=[CH:24][CH:23]=[CH:22][CH:21]=2)[CH:6]=[CH:5][C:4]([CH:7]2[C:11]3[C:12]([CH3:19])=[C:13]([NH2:18])[C:14]([CH3:17])=[C:15]([CH3:16])[C:10]=3[O:9][CH2:8]2)=[CH:3][CH:2]=1.C([O:29][CH2:30][CH3:31])(=O)C. No catalyst specified. The product is [C:1]1([C:20]2[CH:21]=[CH:22][CH:23]=[CH:24][CH:25]=2)[CH:6]=[CH:5][C:4]([CH:7]2[C:11]3[C:12]([CH3:19])=[C:13]([NH:18][C:30](=[O:29])[CH2:31][C:1]([CH3:20])([CH3:6])[CH3:2])[C:14]([CH3:17])=[C:15]([CH3:16])[C:10]=3[O:9][CH2:8]2)=[CH:3][CH:2]=1. The yield is 0.710.